This data is from Full USPTO retrosynthesis dataset with 1.9M reactions from patents (1976-2016). The task is: Predict the reactants needed to synthesize the given product. (1) Given the product [CH:31]([Si:14]([CH:11]([CH3:13])[CH3:12])([CH:28]([CH3:30])[CH3:29])[O:15][C@@H:16]1[C:22]2=[N:23][CH:24]=[CH:25][CH:26]=[C:21]2[CH2:20][C:19](=[O:27])[CH2:18][CH2:17]1)([CH3:33])[CH3:32], predict the reactants needed to synthesize it. The reactants are: C(Cl)(=O)C(Cl)=O.CS(C)=O.[CH:11]([Si:14]([CH:31]([CH3:33])[CH3:32])([CH:28]([CH3:30])[CH3:29])[O:15][C@@H:16]1[C:22]2=[N:23][CH:24]=[CH:25][CH:26]=[C:21]2[CH2:20][C@@H:19]([OH:27])[CH2:18][CH2:17]1)([CH3:13])[CH3:12].C(N(CC)CC)C. (2) Given the product [ClH:25].[NH2:8][C@@H:9]([CH2:13][C:14]1[CH:19]=[CH:18][C:17]([O:20][CH2:21][C:22]#[C:23][CH3:24])=[CH:16][CH:15]=1)[C:10]([O:12][CH3:27])=[O:11], predict the reactants needed to synthesize it. The reactants are: C(OC([NH:8][C@@H:9]([CH2:13][C:14]1[CH:19]=[CH:18][C:17]([O:20][CH2:21][C:22]#[C:23][CH3:24])=[CH:16][CH:15]=1)[C:10]([O-:12])=[O:11])=O)(C)(C)C.[ClH:25].O1CCOC[CH2:27]1. (3) Given the product [Br:1][C:2]1[CH:7]=[CH:6][CH:5]=[C:4]2[C:3]=1[NH:14][N:13]=[C:8]2[CH3:9], predict the reactants needed to synthesize it. The reactants are: [Br:1][C:2]1[C:3](F)=[C:4]([C:8](=O)[CH3:9])[CH:5]=[CH:6][CH:7]=1.O.[NH2:13][NH2:14].C(OCC)C. (4) Given the product [O:1]=[C:2]([C:18]1[O:19][C:20]([C:23]2[CH:28]=[CH:27][CH:26]=[CH:25][N:24]=2)=[CH:21][N:22]=1)[CH2:3][CH2:4][CH2:5][CH2:6][CH2:7][CH2:8][C:9]1[CH:14]=[CH:13][C:12]([N+:15]([O-:17])=[O:16])=[CH:11][CH:10]=1, predict the reactants needed to synthesize it. The reactants are: [O:1]=[C:2]([C:18]1[O:19][C:20]([C:23]2[CH:28]=[CH:27][CH:26]=[CH:25][N:24]=2)=[CH:21][N:22]=1)[CH2:3][CH2:4][CH2:5][CH2:6][C:7]#[C:8][C:9]1[CH:14]=[CH:13][C:12]([N+:15]([O-:17])=[O:16])=[CH:11][CH:10]=1. (5) Given the product [Br:1][C:2]1[CH:3]=[N:4][C:5]2[N:6]([CH:10]=[CH:11][N:8]=2)[CH:7]=1, predict the reactants needed to synthesize it. The reactants are: [Br:1][C:2]1[CH:3]=[N:4][C:5]([NH2:8])=[N:6][CH:7]=1.Cl[CH2:10][CH:11]=O. (6) Given the product [CH3:11][O:12][C:13]1[CH:14]=[C:15]([CH:16]=[CH:17][CH:18]=1)[N:19]=[CH:9][C:6]1[CH:5]=[CH:4][C:3]([O:2][CH3:1])=[CH:8][N:7]=1, predict the reactants needed to synthesize it. The reactants are: [CH3:1][O:2][C:3]1[CH:4]=[CH:5][C:6]([CH:9]=O)=[N:7][CH:8]=1.[CH3:11][O:12][C:13]1[CH:18]=[CH:17][CH:16]=[C:15]([NH2:19])[CH:14]=1.